This data is from Full USPTO retrosynthesis dataset with 1.9M reactions from patents (1976-2016). The task is: Predict the reactants needed to synthesize the given product. Given the product [F:23][C:20]1[CH:21]=[CH:22][C:17]([C:14]([C:6]2[C:7]3[CH:13]=[CH:12][CH:11]=[CH:10][C:8]=3[S:9][C:5]=2[CH2:4][CH2:3][N:2]([CH3:1])[CH3:24])=[CH2:15])=[N:18][CH:19]=1, predict the reactants needed to synthesize it. The reactants are: [CH3:1][N:2]([CH3:24])[CH2:3][CH2:4][C:5]1[S:9][C:8]2[CH:10]=[CH:11][CH:12]=[CH:13][C:7]=2[C:6]=1[C:14]([C:17]1[CH:22]=[CH:21][C:20]([F:23])=[CH:19][N:18]=1)(O)[CH3:15].CS(O)(=O)=O.[NH4+].[OH-].